Dataset: Full USPTO retrosynthesis dataset with 1.9M reactions from patents (1976-2016). Task: Predict the reactants needed to synthesize the given product. (1) Given the product [O:15]1[C:20]2[CH:3]=[C:2]([C:2]3[C:3]([Cl:8])=[N:4][CH:5]=[CH:6][CH:7]=3)[CH:7]=[CH:6][C:19]=2[O:18][CH2:17]1, predict the reactants needed to synthesize it. The reactants are: Br[C:2]1[C:3]([Cl:8])=[N:4][CH:5]=[CH:6][CH:7]=1.C([O-])([O-])=O.[Na+].[Na+].[O:15]1[CH2:20][CH2:19][O:18][CH2:17]C1. (2) Given the product [S:28]1[C:29]2[CH:35]=[CH:34][CH:33]=[CH:32][C:30]=2[N:31]=[C:27]1[C:2]1[CH:11]=[C:10]2[C:5]([N:6]=[CH:7][CH:8]=[N:9]2)=[C:4]([C:12]([NH:14][CH2:15][C:16]([O:18][CH2:19][CH3:20])=[O:17])=[O:13])[C:3]=1[OH:21], predict the reactants needed to synthesize it. The reactants are: Br[C:2]1[CH:11]=[C:10]2[C:5]([N:6]=[CH:7][CH:8]=[N:9]2)=[C:4]([C:12]([NH:14][CH2:15][C:16]([O:18][CH2:19][CH3:20])=[O:17])=[O:13])[C:3]=1[OH:21].C([Sn](CCCC)(CCCC)[C:27]1[S:28][C:29]2[CH:35]=[CH:34][CH:33]=[CH:32][C:30]=2[N:31]=1)CCC. (3) Given the product [ClH:23].[NH2:8][C@@:9]([CH3:22])([C@@H:14]([OH:21])[C:15]1[CH:19]=[C:18]([CH3:20])[O:17][N:16]=1)[C:10]([O:12][CH3:13])=[O:11].[ClH:23], predict the reactants needed to synthesize it. The reactants are: C(OC([NH:8][C@@:9]([CH3:22])([C@@H:14]([OH:21])[C:15]1[CH:19]=[C:18]([CH3:20])[O:17][N:16]=1)[C:10]([O:12][CH3:13])=[O:11])=O)(C)(C)C.[ClH:23].CO. (4) Given the product [CH3:25][O:24][C:19]1[C:18]([CH:26]=[C:27]([CH3:29])[CH3:28])=[CH:17][C:16]2[C:8]3[N:9]([C:11]4[S:12][CH:13]=[CH:14][CH:15]=4)[N:10]=[C:6]([C:4]([OH:5])=[O:3])[C:7]=3[CH2:23][O:22][C:21]=2[CH:20]=1, predict the reactants needed to synthesize it. The reactants are: C([O:3][C:4]([C:6]1[C:7]2[CH2:23][O:22][C:21]3[CH:20]=[C:19]([O:24][CH3:25])[C:18]([CH:26]=[C:27]([CH3:29])[CH3:28])=[CH:17][C:16]=3[C:8]=2[N:9]([C:11]2[S:12][CH:13]=[CH:14][CH:15]=2)[N:10]=1)=[O:5])C.C1COCC1.O.O[Li].O. (5) Given the product [NH2:34][C:26]1[S:27][CH2:28][C@@H:29]2[CH2:30][CH2:31][CH2:32][CH2:33][C@:24]2([C:22]2[CH:23]=[C:18]([NH:17][C:15]([C:12]3[CH:11]=[CH:10][C:9]([Cl:8])=[CH:14][N:13]=3)=[O:16])[CH:19]=[CH:20][C:21]=2[F:42])[N:25]=1, predict the reactants needed to synthesize it. The reactants are: FC(F)(F)C(O)=O.[Cl:8][C:9]1[CH:10]=[CH:11][C:12]([C:15]([NH:17][C:18]2[CH:19]=[CH:20][C:21]([F:42])=[C:22]([C@:24]34[CH2:33][CH2:32][CH2:31][CH2:30][C@H:29]3[CH2:28][S:27][C:26]([NH:34]C(=O)OC(C)(C)C)=[N:25]4)[CH:23]=2)=[O:16])=[N:13][CH:14]=1.C(=O)(O)[O-].[Na+]. (6) Given the product [C:1]([N:4]1[CH:17]([OH:26])[CH2:18][CH:19]([C:20]2[CH:25]=[CH:24][CH:23]=[CH:22][CH:21]=2)[C:5]1([C:11]([O:13][CH2:14][CH3:15])=[O:12])[C:6]([O:8][CH2:9][CH3:10])=[O:7])(=[O:3])[CH3:2], predict the reactants needed to synthesize it. The reactants are: [C:1]([NH:4][CH:5]([C:11]([O:13][CH2:14][CH3:15])=[O:12])[C:6]([O:8][CH2:9][CH3:10])=[O:7])(=[O:3])[CH3:2].[Na].[CH:17](=[O:26])[CH:18]=[CH:19][C:20]1[CH:25]=[CH:24][CH:23]=[CH:22][CH:21]=1.C(O)(=O)C.